From a dataset of Full USPTO retrosynthesis dataset with 1.9M reactions from patents (1976-2016). Predict the reactants needed to synthesize the given product. (1) Given the product [CH2:1]([O:3][C:4]1[CH:25]=[CH:24][C:7]([CH2:8][N:9]([C:16]2[CH:17]=[CH:18][C:19]([S:22]([CH3:23])(=[O:34])=[O:32])=[CH:20][CH:21]=2)[CH2:10][C:11]2[CH:15]=[CH:14][S:13][CH:12]=2)=[CH:6][CH:5]=1)[CH3:2], predict the reactants needed to synthesize it. The reactants are: [CH2:1]([O:3][C:4]1[CH:25]=[CH:24][C:7]([CH2:8][N:9]([C:16]2[CH:21]=[CH:20][C:19]([S:22][CH3:23])=[CH:18][CH:17]=2)[CH2:10][C:11]2[CH:15]=[CH:14][S:13][CH:12]=2)=[CH:6][CH:5]=1)[CH3:2].OOS([O-])=O.[K+].[OH2:32].C[OH:34]. (2) Given the product [CH:5]12[N:8]([C:9]3[CH:10]=[CH:11][C:12]([NH2:13])=[CH:14][C:15]=3[F:16])[CH:1]([CH2:7][CH2:6]1)[CH2:2][CH2:3][CH2:4]2, predict the reactants needed to synthesize it. The reactants are: [CH:1]12[N:8]([C:9]3[CH:15]=[CH:14][C:12]([NH2:13])=[CH:11][CH:10]=3)[CH:5]([CH2:6][CH2:7]1)[CH2:4][CH2:3][CH2:2]2.[F:16]C1C=CC([N+]([O-])=O)=CC=1. (3) Given the product [C:24]([C:23]1([C:17]2[CH:18]=[CH:19][C:20]([O:21][CH3:22])=[C:15]([O:14][CH3:13])[CH:16]=2)[O:49][CH:48]([CH2:47][CH2:46][CH:45]([CH3:51])[CH3:44])[CH2:43][O:42]1)#[N:25], predict the reactants needed to synthesize it. The reactants are: C([Li])CCC.C(NC(C)C)(C)C.[CH3:13][O:14][C:15]1[CH:16]=[C:17]([CH:23](CCC2OCCO2)[C:24]#[N:25])[CH:18]=[CH:19][C:20]=1[O:21][CH3:22].BrCCC1OCCO1.C[O:42][C:43]1[CH:44]=[C:45]([CH2:51]C#N)[CH:46]=[CH:47][C:48]=1[O:49]C.IC(C)C.[NH4+].[Cl-]. (4) Given the product [C:6]([C:7]1[N:8]=[CH:9][C:10]2[C:15]([CH:16]=1)=[CH:14][CH:13]=[CH:12][CH:11]=2)(=[O:26])[C:4]1[CH:22]=[CH:21][CH:20]=[CH:19][CH:18]=1, predict the reactants needed to synthesize it. The reactants are: CON(C)[C:4]([CH2:6][C:7]1[N:8]=[CH:9][C:10]2[C:15]([CH:16]=1)=[CH:14][CH:13]=[CH:12][CH:11]=2)=O.[C:18]1([Mg]Br)C=[CH:22][CH:21]=[CH:20][CH:19]=1.[OH2:26]. (5) Given the product [CH3:10][O:9][C:7]1[CH:8]=[C:3]([O:2][CH3:1])[CH:4]=[C:5]([OH:11])[C:6]=1[C:23](=[O:29])[CH2:22][CH2:21][C:20]1[CH:25]=[CH:26][C:17]([OH:16])=[CH:18][CH:19]=1, predict the reactants needed to synthesize it. The reactants are: [CH3:1][O:2][C:3]1[CH:4]=[C:5]([OH:11])[CH:6]=[C:7]([O:9][CH3:10])[CH:8]=1.[Al+3].[Cl-].[Cl-].[Cl-].[OH:16][C:17]1[CH:26]=[CH:25][C:20]([CH:21]=[CH:22][CH2:23]Cl)=[CH:19][CH:18]=1.CS(C)=[O:29]. (6) Given the product [N+:17]([C:22]1[CH:23]=[C:24]2[C:28]([CH2:27][CH2:26][CH2:25]2)=[CH:29][C:21]=1[NH:20][C:10](=[O:11])[CH3:12])([O-:16])=[O:42], predict the reactants needed to synthesize it. The reactants are: OO.C(O[C:10]([C:12](F)(F)F)=[O:11])(C(F)(F)F)=O.[O-:16][N+:17]1[C:22]2[CH:23]=[C:24]3[C:28](=[CH:29][C:21]=2[N:20]=C(NCCCN2CCC(C#N)C2)N=1)[CH2:27][CH2:26][CH2:25]3.C(O)(C(F)(F)F)=[O:42]. (7) Given the product [S:24]([CH2:5][CH2:6][CH2:7][CH2:8][CH2:9][O:10][C:11]1[CH:16]=[CH:15][C:14]([CH3:17])=[C:13]([S:18][CH2:19][C:20]([F:23])([F:22])[F:21])[CH:12]=1)[C:25]#[N:26], predict the reactants needed to synthesize it. The reactants are: C(O)C.Cl[CH2:5][CH2:6][CH2:7][CH2:8][CH2:9][O:10][C:11]1[CH:16]=[CH:15][C:14]([CH3:17])=[C:13]([S:18][CH2:19][C:20]([F:23])([F:22])[F:21])[CH:12]=1.[S-:24][C:25]#[N:26].[K+].[I-].[K+]. (8) Given the product [Cl:29][C:18]1[C:19]([C:20]([O:22][CH3:23])=[O:21])=[CH:24][C:25]([CH2:26][CH2:27][CH3:28])=[C:16]2[C:17]=1[CH:30]=[CH:31][NH:15]2, predict the reactants needed to synthesize it. The reactants are: ClC1C(C(OC)=O)=CC=C2C=1C=CN2.[NH2:15][C:16]1[C:25]([CH2:26][CH2:27][CH3:28])=[CH:24][C:19]([C:20]([O:22][CH3:23])=[O:21])=[C:18]([Cl:29])[C:17]=1[C:30]#[CH:31]. (9) Given the product [CH:38]([C:36]1[CH:35]=[CH:34][C:33]([CH3:41])=[C:32]([N:30]2[CH2:29][CH2:28][C:4]3[N:5]=[C:6]([C:8]4[CH:16]=[CH:15][CH:14]=[C:13]5[C:9]=4[C:10]([CH3:27])=[CH:11][N:12]5[S:17]([C:20]4[CH:26]=[CH:25][C:23]([CH3:24])=[CH:22][CH:21]=4)(=[O:18])=[O:19])[N:7]=[C:2]([N:48]4[CH2:47][CH2:46][N:45]([C:49]([O:51][C:52]([CH3:55])([CH3:54])[CH3:53])=[O:50])[CH2:44][C@H:43]4[CH3:42])[C:3]=3[CH2:31]2)[CH:37]=1)([CH3:40])[CH3:39], predict the reactants needed to synthesize it. The reactants are: Cl[C:2]1[C:3]2[CH2:31][N:30]([C:32]3[CH:37]=[C:36]([CH:38]([CH3:40])[CH3:39])[CH:35]=[CH:34][C:33]=3[CH3:41])[CH2:29][CH2:28][C:4]=2[N:5]=[C:6]([C:8]2[CH:16]=[CH:15][CH:14]=[C:13]3[C:9]=2[C:10]([CH3:27])=[CH:11][N:12]3[S:17]([C:20]2[CH:26]=[CH:25][C:23]([CH3:24])=[CH:22][CH:21]=2)(=[O:19])=[O:18])[N:7]=1.[CH3:42][C@H:43]1[NH:48][CH2:47][CH2:46][N:45]([C:49]([O:51][C:52]([CH3:55])([CH3:54])[CH3:53])=[O:50])[CH2:44]1.CCN(C(C)C)C(C)C. (10) Given the product [OH:12][C:5]1[CH:6]=[CH:7][CH:8]=[C:9]2[C:4]=1[N:3]=[C:2]([CH:1]=[N:32][OH:33])[CH:11]=[CH:10]2, predict the reactants needed to synthesize it. The reactants are: [CH3:1][C:2]1[CH:11]=[CH:10][C:9]2[C:4](=[C:5]([OH:12])[CH:6]=[CH:7][CH:8]=2)[N:3]=1.OC1C=CC=C2C=1N=C(C=O)C=C2.CC([O-])=O.[Na+].Cl.[NH2:32][OH:33].